From a dataset of Full USPTO retrosynthesis dataset with 1.9M reactions from patents (1976-2016). Predict the reactants needed to synthesize the given product. (1) Given the product [CH3:1][C@:2]12[C@@:19]3([CH3:20])[C@@H:10]([C@:11]4([CH3:33])[C@@H:16]([CH2:17][CH2:18]3)[C:15]([CH3:21])([CH3:22])[C:14]([C:23]3[CH:32]=[CH:31][C:26]([C:27]([OH:29])=[O:28])=[CH:25][CH:24]=3)=[CH:13][CH2:12]4)[CH2:9][CH2:8][C@@H:7]1[C@H:6]1[C@H:34]([C:37]([CH3:39])=[CH2:38])[CH2:35][CH2:36][C@:5]1([NH:40][CH2:41][CH2:42][N:43]1[CH2:44][CH2:45][N:46]([C:53]([C:50]3([CH3:49])[CH2:52][CH2:51]3)=[O:55])[CH2:47][CH2:48]1)[CH2:4][CH2:3]2, predict the reactants needed to synthesize it. The reactants are: [CH3:1][C@:2]12[C@@:19]3([CH3:20])[C@@H:10]([C@:11]4([CH3:33])[C@@H:16]([CH2:17][CH2:18]3)[C:15]([CH3:22])([CH3:21])[C:14]([C:23]3[CH:32]=[CH:31][C:26]([C:27]([O:29]C)=[O:28])=[CH:25][CH:24]=3)=[CH:13][CH2:12]4)[CH2:9][CH2:8][C@@H:7]1[C@H:6]1[C@H:34]([C:37]([CH3:39])=[CH2:38])[CH2:35][CH2:36][C@:5]1([NH:40][CH2:41][CH2:42][N:43]1[CH2:48][CH2:47][NH:46][CH2:45][CH2:44]1)[CH2:4][CH2:3]2.[CH3:49][C:50]1([C:53]([OH:55])=O)[CH2:52][CH2:51]1. (2) The reactants are: Cl.[F:2][C:3]1[CH:9]=[C:8]([OH:10])[CH:7]=[CH:6][C:4]=1[NH2:5].[OH-:11].[Na+].N[C:14]1[CH:19]=CC=CC=1.[CH2:20]1[O:22][CH2:21]1. Given the product [OH:22][CH2:20][CH2:21][N:5]([CH2:14][CH2:19][OH:11])[C:4]1[CH:6]=[CH:7][C:8]([OH:10])=[CH:9][C:3]=1[F:2], predict the reactants needed to synthesize it.